Dataset: NCI-60 drug combinations with 297,098 pairs across 59 cell lines. Task: Regression. Given two drug SMILES strings and cell line genomic features, predict the synergy score measuring deviation from expected non-interaction effect. Drug 1: CC1=C(C(=CC=C1)Cl)NC(=O)C2=CN=C(S2)NC3=CC(=NC(=N3)C)N4CCN(CC4)CCO. Drug 2: CS(=O)(=O)CCNCC1=CC=C(O1)C2=CC3=C(C=C2)N=CN=C3NC4=CC(=C(C=C4)OCC5=CC(=CC=C5)F)Cl. Cell line: MDA-MB-231. Synergy scores: CSS=6.07, Synergy_ZIP=3.86, Synergy_Bliss=7.73, Synergy_Loewe=6.86, Synergy_HSA=8.84.